Predict the reactants needed to synthesize the given product. From a dataset of Retrosynthesis with 50K atom-mapped reactions and 10 reaction types from USPTO. (1) Given the product O=C1NC(=O)C(Cc2ccc(O)c3c2CCC(=O)N3Cc2ccccc2)S1, predict the reactants needed to synthesize it. The reactants are: O=C1NC(=O)C(=Cc2ccc(O)c3c2CCC(=O)N3Cc2ccccc2)S1. (2) The reactants are: ClCCCI.O=c1[nH]c2cc(F)ccc2o1. Given the product O=c1oc2ccc(F)cc2n1CCCCl, predict the reactants needed to synthesize it. (3) Given the product CCNCc1ccc(Br)cc1, predict the reactants needed to synthesize it. The reactants are: BrCc1ccc(Br)cc1.CCN. (4) Given the product [C-]#[N+]C(c1cc(C(C)(C)C)cc(C(C)(C)C)c1)S(=O)(=O)c1ccc(C)cc1, predict the reactants needed to synthesize it. The reactants are: Cc1ccc(S(=O)(=O)C(NC=O)c2cc(C(C)(C)C)cc(C(C)(C)C)c2)cc1. (5) Given the product CC1(C)C(=O)NC(c2ccc(NC(=O)CCl)cc2)c2ccccc21, predict the reactants needed to synthesize it. The reactants are: CC1(C)C(=O)NC(c2ccc(N)cc2)c2ccccc21.O=C(Cl)CCl. (6) Given the product CS(=O)(=O)OCC1CCC2(CC1)OCCO2, predict the reactants needed to synthesize it. The reactants are: CS(=O)(=O)Cl.OCC1CCC2(CC1)OCCO2. (7) Given the product Cc1ccc(-c2cncs2)c(C(=O)N2CCC[C@@H](C)[C@H]2CNc2nc3cc(Cl)ccc3o2)c1, predict the reactants needed to synthesize it. The reactants are: C[C@@H]1CCCN[C@@H]1CNc1nc2cc(Cl)ccc2o1.Cc1ccc(-c2cncs2)c(C(=O)O)c1. (8) Given the product Cc1ccc(-c2cc(C(=O)O)cc(-c3ncccc3F)c2)nc1, predict the reactants needed to synthesize it. The reactants are: COC(=O)c1cc(-c2ccc(C)cn2)cc(-c2ncccc2F)c1.Cl.